Dataset: Reaction yield outcomes from USPTO patents with 853,638 reactions. Task: Predict the reaction yield, written as a fraction of the theoretical maximum amount of product (1.0 means a 100% yield; for example, 0.34 means a 34% yield). (1) The reactants are [NH:1]1[C:9]2[C:4](=[C:5](B(O)O)[CH:6]=[CH:7][CH:8]=2)[CH:3]=[CH:2]1.Cl[C:14]1[N:19]=[C:18]([C:20]2([S:33]([CH3:36])(=[O:35])=[O:34])[CH2:25][CH2:24][N:23](C(OC(C)(C)C)=O)[CH2:22][CH2:21]2)[CH:17]=[C:16]([N:37]2[CH2:42][CH2:41][O:40][CH2:39][C@H:38]2[CH3:43])[N:15]=1.C(=O)([O-])[O-].[Na+].[Na+]. The catalyst is COCCOC.O. The product is [CH3:43][C@@H:38]1[CH2:39][O:40][CH2:41][CH2:42][N:37]1[C:16]1[CH:17]=[C:18]([C:20]2([S:33]([CH3:36])(=[O:35])=[O:34])[CH2:25][CH2:24][NH:23][CH2:22][CH2:21]2)[N:19]=[C:14]([C:5]2[CH:6]=[CH:7][CH:8]=[C:9]3[C:4]=2[CH:3]=[CH:2][NH:1]3)[N:15]=1. The yield is 0.230. (2) The reactants are [CH2:1]([O:3][C:4]([C:6]1[S:14][C:13]2[C:12]([F:15])=[CH:11][N:10]=[CH:9][C:8]=2[C:7]=1[NH:16][C:17]1[CH:22]=[CH:21][C:20]([Si](C)(C)C)=[CH:19][C:18]=1[F:27])=[O:5])[CH3:2].[I:28]Cl. The catalyst is C(Cl)Cl. The product is [CH2:1]([O:3][C:4]([C:6]1[S:14][C:13]2[C:12]([F:15])=[CH:11][N:10]=[CH:9][C:8]=2[C:7]=1[NH:16][C:17]1[CH:22]=[CH:21][C:20]([I:28])=[CH:19][C:18]=1[F:27])=[O:5])[CH3:2]. The yield is 0.540. (3) The reactants are [C:1]([O:5][C:6](=[O:14])[NH:7][CH:8]1[CH2:13][CH2:12][NH:11][CH2:10][CH2:9]1)([CH3:4])([CH3:3])[CH3:2].[CH3:15][O:16][C:17]1[CH:18]=[C:19]2[C:28](=[CH:29][CH:30]=1)[N:27]=[CH:26][C:25]1[S:24][CH2:23][C:22](=O)[CH2:21][C:20]2=1.C1(C)C=CC(S(O)(=O)=O)=CC=1.C(O)(=O)C.C([BH3-])#N.[Na+]. The catalyst is C1(C)C=CC=CC=1.CO. The product is [C:1]([O:5][C:6](=[O:14])[NH:7][CH:8]1[CH2:13][CH2:12][N:11]([CH:22]2[CH2:21][C:20]3[C:19]4[C:28](=[CH:29][CH:30]=[C:17]([O:16][CH3:15])[CH:18]=4)[N:27]=[CH:26][C:25]=3[S:24][CH2:23]2)[CH2:10][CH2:9]1)([CH3:4])([CH3:2])[CH3:3]. The yield is 0.280.